Dataset: Drug-target binding data from BindingDB using Ki measurements. Task: Regression. Given a target protein amino acid sequence and a drug SMILES string, predict the binding affinity score between them. We predict pKi (pKi = -log10(Ki in M); higher means stronger inhibition). Dataset: bindingdb_ki. The drug is C/C=C(\NC(=O)CCCc1ccccc1)C(=O)O. The target protein (P22412) has sequence MWTSWWLWPLVAVCAADQFRDLAVRIMQDTPVIDGHNDLPWQLLNLFNNQLQDPGANLSSLAHTHTNIPKLKAGFVGGQFWSAYVPCDTQNRDAVKRTLEQIDVIQRMCQAYPETFACVTSSTGIRQAFREGKVASLVGVEGGHSIDSSLGVLRALYHLGMRYMTLTHSCNTPWADNWLVDTGDDKAQSQGLSHFGQSVVKEMNRLGVMIDLAHVSVATMRAALKLSQAPVIFSHSSAYSLCPHRRNVPDDVLQLVKETGSLVMVNFYNDYVSCSAKANLSQVADHLDHIKKVAGAAAVGFGGDYDGVSRVPSGLEDVSKYPDLVAELLRRQWTEAEVRGALADNLLRVFEAVEQASNHAQVPGEEPIPLGQLEASCRTNYGYSAAPSLHLPPGSLLASLVPLLLLSLP. The pKi is 5.0.